This data is from SARS-CoV-2 main protease (3CLPro) crystallographic fragment screen with 879 compounds. The task is: Binary Classification. Given a drug SMILES string, predict its activity (active/inactive) in a high-throughput screening assay against a specified biological target. (1) The drug is CC(C)CC(=O)NCc1ccc2c(c1)OCO2. The result is 0 (inactive). (2) The molecule is COC(=O)c1ccc(NC(=O)C(F)(F)F)cc1. The result is 0 (inactive).